Predict the reactants needed to synthesize the given product. From a dataset of Full USPTO retrosynthesis dataset with 1.9M reactions from patents (1976-2016). (1) Given the product [CH:26]1([NH:31][CH2:2][C:3]([N:5]2[C:14]3[C:9](=[CH:10][CH:11]=[C:12]([C:15]([O:17][C:18]([CH3:21])([CH3:20])[CH3:19])=[O:16])[CH:13]=3)[N:8]([CH:22]3[CH2:24][CH2:23]3)[C:7](=[O:25])[CH2:6]2)=[O:4])[CH2:30][CH2:29][CH2:28][CH2:27]1, predict the reactants needed to synthesize it. The reactants are: Cl[CH2:2][C:3]([N:5]1[C:14]2[C:9](=[CH:10][CH:11]=[C:12]([C:15]([O:17][C:18]([CH3:21])([CH3:20])[CH3:19])=[O:16])[CH:13]=2)[N:8]([CH:22]2[CH2:24][CH2:23]2)[C:7](=[O:25])[CH2:6]1)=[O:4].[CH:26]1([NH2:31])[CH2:30][CH2:29][CH2:28][CH2:27]1. (2) Given the product [CH2:1]([N:8]1[CH2:17][CH2:16][C:15]2[C:10](=[CH:11][CH:12]=[N:13][C:14]=2[Cl:21])[CH2:9]1)[C:2]1[CH:7]=[CH:6][CH:5]=[CH:4][CH:3]=1, predict the reactants needed to synthesize it. The reactants are: [CH2:1]([N:8]1[CH2:17][CH2:16][C:15]2[C:14](=O)[NH:13][CH:12]=[CH:11][C:10]=2[CH2:9]1)[C:2]1[CH:7]=[CH:6][CH:5]=[CH:4][CH:3]=1.O=P(Cl)(Cl)[Cl:21]. (3) Given the product [CH2:26]([O:25][C:23]([C:15]1[O:14][C:13]([C:11](=[O:12])[NH:10][C:6]2[CH:7]=[CH:8][CH:9]=[C:4]([O:3][CH3:2])[CH:5]=2)=[CH:17][CH:16]=1)=[O:24])[CH3:27], predict the reactants needed to synthesize it. The reactants are: [Mg].[CH3:2][O:3][C:4]1[CH:5]=[C:6]([NH:10][C:11]([C:13]2[O:14][C:15](Br)=[CH:16][CH:17]=2)=[O:12])[CH:7]=[CH:8][CH:9]=1.C(Br)C.Cl[C:23]([O:25][CH2:26][CH3:27])=[O:24].[NH4+].[Cl-].